Dataset: Forward reaction prediction with 1.9M reactions from USPTO patents (1976-2016). Task: Predict the product of the given reaction. (1) Given the reactants Cl[C:2]1[CH:7]=[C:6]([O:8][C:9]2[CH:14]=[CH:13][C:12]([NH2:15])=[C:11]([F:16])[CH:10]=2)[CH:5]=[CH:4][N:3]=1.[CH3:17][N:18]1[CH:22]=[CH:21][C:20](B2OC(C)(C)C(C)(C)O2)=[N:19]1.C([O-])([O-])=O.[Na+].[Na+].O, predict the reaction product. The product is: [F:16][C:11]1[CH:10]=[C:9]([O:8][C:6]2[CH:5]=[CH:4][N:3]=[C:2]([C:21]3[CH:20]=[N:19][N:18]([CH3:17])[CH:22]=3)[CH:7]=2)[CH:14]=[CH:13][C:12]=1[NH2:15]. (2) Given the reactants [CH3:1][N:2]1[C:6]2[CH:7]=[CH:8][C:9]([C:11]([OH:13])=O)=[CH:10][C:5]=2[N:4]=[C:3]1[NH:14][C:15]1[S:16][C:17]2[CH:23]=[C:22]([O:24][C:25]([F:28])([F:27])[F:26])[CH:21]=[CH:20][C:18]=2[N:19]=1.[NH2:29][C@H:30]1[CH2:35][CH2:34][C@H:33]([OH:36])[CH2:32][CH2:31]1.CN(C(ON1N=NC2C=CC=CC1=2)=[N+](C)C)C.F[P-](F)(F)(F)(F)F.CCN(C(C)C)C(C)C, predict the reaction product. The product is: [OH:36][C@H:33]1[CH2:34][CH2:35][C@H:30]([NH:29][C:11]([C:9]2[CH:8]=[CH:7][C:6]3[N:2]([CH3:1])[C:3]([NH:14][C:15]4[S:16][C:17]5[CH:23]=[C:22]([O:24][C:25]([F:28])([F:27])[F:26])[CH:21]=[CH:20][C:18]=5[N:19]=4)=[N:4][C:5]=3[CH:10]=2)=[O:13])[CH2:31][CH2:32]1. (3) Given the reactants C(OC(=O)[NH:7][C@H:8]([C:10]1[CH:15]=[CH:14][C:13]([F:16])=[CH:12][N:11]=1)[CH3:9])(C)(C)C.[ClH:18].O1CCOCC1, predict the reaction product. The product is: [ClH:18].[F:16][C:13]1[CH:14]=[CH:15][C:10]([C@@H:8]([NH2:7])[CH3:9])=[N:11][CH:12]=1. (4) Given the reactants C[O:2][C:3]1[CH:4]=[C:5]2[C:11](=[CH:12][CH:13]=1)[CH:10]1[CH2:14][CH:6]2[CH2:7][CH2:8][NH:9]1.[BrH:15], predict the reaction product. The product is: [Br-:15].[OH:2][C:3]1[CH:4]=[C:5]2[C:11](=[CH:12][CH:13]=1)[CH:10]1[CH2:14][CH:6]2[CH2:7][CH2:8][NH2+:9]1. (5) Given the reactants [F:1][C:2]1[CH:3]=[C:4]([CH:13]2[CH2:18][CH:17]([C:19]([OH:21])=O)[CH2:16][CH2:15][N:14]2[C:22]([O:24][CH3:25])=[O:23])[CH:5]=[C:6]([F:12])[C:7]=1[C:8]([F:11])([F:10])[F:9].N1(C(N2C=CN=C2)=O)C=CN=C1.[CH2:38]([O:40][C:41](=[O:46])[CH2:42][C:43]([O-:45])=O)[CH3:39].[K+].[Cl-].[Mg+2].[Cl-].Cl, predict the reaction product. The product is: [F:12][C:6]1[CH:5]=[C:4]([C@H:13]2[CH2:18][C@@H:17]([C:19](=[O:21])[CH2:42][C:41]([O:40][CH2:38][CH3:39])=[O:46])[CH2:16][CH2:15][N:14]2[C:22]([O:24][CH3:25])=[O:23])[CH:3]=[C:2]([F:1])[C:7]=1[C:8]([F:10])([F:9])[F:11].[F:12][C:6]1[CH:5]=[C:4]([C@H:13]2[CH2:18][C@H:17]([C:43](=[O:45])[CH2:42][C:41]([O:40][CH2:38][CH3:39])=[O:46])[CH2:16][CH2:15][N:14]2[C:22]([O:24][CH3:25])=[O:23])[CH:3]=[C:2]([F:1])[C:7]=1[C:8]([F:11])([F:9])[F:10]. (6) Given the reactants [C:1]1([C:7]2([CH3:15])[CH2:12][N:11]([CH3:13])[C:10](=[O:14])[NH:9][CH2:8]2)[CH2:6][CH2:5][CH2:4][CH2:3][CH:2]=1.[H-].[Na+].[CH2:18]1[O:26][CH:19]1[C:20]1[CH:25]=[CH:24][CH:23]=[CH:22][CH:21]=1, predict the reaction product. The product is: [C:1]1([C:7]2([CH3:15])[CH2:8][N:9]([CH2:18][CH:19]([OH:26])[C:20]3[CH:25]=[CH:24][CH:23]=[CH:22][CH:21]=3)[C:10](=[O:14])[N:11]([CH3:13])[CH2:12]2)[CH2:6][CH2:5][CH2:4][CH2:3][CH:2]=1.